Dataset: Forward reaction prediction with 1.9M reactions from USPTO patents (1976-2016). Task: Predict the product of the given reaction. (1) Given the reactants [Cl:1][C:2]1[CH:15]=[C:14]([O:16][C:17]2[CH:22]=[CH:21][N:20]=[CH:19][C:18]=2[C:23]([N:25]2[C:34]3[C:29](=[CH:30][CH:31]=[CH:32][CH:33]=3)[N:28]([CH:35]3[CH2:37][CH2:36]3)[CH2:27][CH2:26]2)=[O:24])[C:13]([Cl:38])=[CH:12][C:3]=1[C:4]([NH:6][CH2:7][CH2:8][C:9](O)=[O:10])=[O:5].[NH2:39]CCC(N)=O, predict the reaction product. The product is: [C:9]([CH2:8][CH2:7][NH:6][C:4](=[O:5])[C:3]1[CH:12]=[C:13]([Cl:38])[C:14]([O:16][C:17]2[CH:22]=[CH:21][N:20]=[CH:19][C:18]=2[C:23]([N:25]2[C:34]3[C:29](=[CH:30][CH:31]=[CH:32][CH:33]=3)[N:28]([CH:35]3[CH2:36][CH2:37]3)[CH2:27][CH2:26]2)=[O:24])=[CH:15][C:2]=1[Cl:1])(=[O:10])[NH2:39]. (2) Given the reactants [CH3:1][C:2]1[CH:7]=[C:6]([CH:8]2[CH2:13][CH2:12][NH:11][CH2:10][CH2:9]2)[CH:5]=[CH:4][C:3]=1[C:14]1[C:15]2[CH:22]=[C:21]([CH2:23][O:24][C:25]3[CH:30]=[CH:29][C:28]([C@@H:31]([C:38]#[C:39][CH3:40])[CH2:32][C:33]([O:35]CC)=[O:34])=[CH:27][CH:26]=3)[CH:20]=[CH:19][C:16]=2[S:17][CH:18]=1.[OH-].[Na+].Cl, predict the reaction product. The product is: [CH3:1][C:2]1[CH:7]=[C:6]([CH:8]2[CH2:13][CH2:12][NH:11][CH2:10][CH2:9]2)[CH:5]=[CH:4][C:3]=1[C:14]1[C:15]2[CH:22]=[C:21]([CH2:23][O:24][C:25]3[CH:26]=[CH:27][C:28]([C@@H:31]([C:38]#[C:39][CH3:40])[CH2:32][C:33]([OH:35])=[O:34])=[CH:29][CH:30]=3)[CH:20]=[CH:19][C:16]=2[S:17][CH:18]=1. (3) The product is: [CH2:22]([C:18]1[CH:19]=[CH:20][CH:21]=[CH:16][C:17]=1[C:2]1[CH:11]=[CH:10][C:5]([C:6]([O:8][CH3:9])=[O:7])=[CH:4][C:3]=1[CH2:12][O:13][CH3:14])[CH3:23]. Given the reactants Br[C:2]1[CH:11]=[CH:10][C:5]([C:6]([O:8][CH3:9])=[O:7])=[CH:4][C:3]=1[CH2:12][O:13][CH3:14].F[C:16]1[C:17](C)=[C:18]([C:22]2C=CC(C(O)=O)=C[C:23]=2COC)[CH:19]=[CH:20][CH:21]=1.C(C1C=CC=CC=1B(O)O)C.C(=O)([O-])[O-].[K+].[K+], predict the reaction product. (4) Given the reactants [CH:1]1([CH2:7][NH:8][C:9]([C:11]2[C:16]([NH:17][C:18]([C:20]3[C:29]4[C:24](=[CH:25][CH:26]=[CH:27][CH:28]=4)[C:23]([CH2:30][N:31]4[CH:35]=[CH:34][N:33]=[N:32]4)=[CH:22][CH:21]=3)=[O:19])=[CH:15][CH:14]=[C:13]([OH:36])[N:12]=2)=[O:10])[CH2:6][CH2:5][CH2:4][CH2:3][CH2:2]1.Cl[CH2:38]Cl.O.[C:41](#N)[CH3:42], predict the reaction product. The product is: [CH:1]1([CH2:7][NH:8][C:9]([C:11]2[C:16]([NH:17][C:18]([C:20]3[C:29]4[C:24](=[CH:25][CH:26]=[CH:27][CH:28]=4)[C:23]([CH2:30][N:31]4[CH:35]=[CH:34][N:33]=[N:32]4)=[CH:22][CH:21]=3)=[O:19])=[CH:15][CH:14]=[C:13]([O:36][CH2:38][CH2:41][CH3:42])[N:12]=2)=[O:10])[CH2:6][CH2:5][CH2:4][CH2:3][CH2:2]1. (5) Given the reactants [CH3:1][O:2][C:3]1[CH:8]=[CH:7][C:6]([CH2:9][N:10]2[C:15](=[O:16])[CH:14]=[C:13]([CH2:17][CH2:18][C:19](OCCCC)=[O:20])[C:12](=[O:26])[NH:11]2)=[CH:5][CH:4]=1.[H-].[Al+3].[Li+].[H-].[H-].[H-].C1COCC1.Cl, predict the reaction product. The product is: [OH:20][CH2:19][CH2:18][CH2:17][C:13]1[C:12](=[O:26])[NH:11][N:10]([CH2:9][C:6]2[CH:5]=[CH:4][C:3]([O:2][CH3:1])=[CH:8][CH:7]=2)[C:15](=[O:16])[CH:14]=1. (6) Given the reactants Br[C:2]1[CH:3]=[C:4]([N:8]2[CH:12]([C:13]3[CH:18]=[CH:17][C:16]([F:19])=[CH:15][C:14]=3[F:20])[CH2:11][C:10]([C:21]([F:27])([F:26])[C:22]([F:25])([F:24])[F:23])=[N:9]2)[CH:5]=[CH:6][CH:7]=1.[CH3:28][S:29][C:30]1[CH:31]=[C:32](B(O)O)[CH:33]=[CH:34][CH:35]=1.C(=O)([O-])[O-].[Na+].[Na+].C(O)C, predict the reaction product. The product is: [F:20][C:14]1[CH:15]=[C:16]([F:19])[CH:17]=[CH:18][C:13]=1[CH:12]1[N:8]([C:4]2[CH:3]=[C:2]([C:34]3[CH:33]=[CH:32][CH:31]=[C:30]([S:29][CH3:28])[CH:35]=3)[CH:7]=[CH:6][CH:5]=2)[N:9]=[C:10]([C:21]([F:26])([F:27])[C:22]([F:25])([F:24])[F:23])[CH2:11]1. (7) The product is: [CH3:1][O:2][C:3]1[C:11]([C:12]([N:23]2[CH2:22][CH2:15][CH2:25][CH2:24]2)=[O:14])=[CH:10][CH:9]=[C:8]2[C:4]=1[CH2:5][CH2:6][CH2:7]2. Given the reactants [CH3:1][O:2][C:3]1[C:11]([C:12]([OH:14])=O)=[CH:10][CH:9]=[C:8]2[C:4]=1[CH2:5][CH2:6][CH2:7]2.[C:15]([C:22]1[NH:23][CH:24]=[CH:25]N=1)(C1NC=CN=1)=O.N1CCCC1.O, predict the reaction product.